This data is from Full USPTO retrosynthesis dataset with 1.9M reactions from patents (1976-2016). The task is: Predict the reactants needed to synthesize the given product. (1) Given the product [O:1]1[C:5]2[CH:6]=[CH:7][C:8]([C:10](=[O:12])[CH2:31][C:29]3[CH:28]=[CH:27][N:26]=[C:25]([Cl:24])[N:30]=3)=[CH:9][C:4]=2[O:3][CH2:2]1, predict the reactants needed to synthesize it. The reactants are: [O:1]1[C:5]2[CH:6]=[CH:7][C:8]([C:10]([O:12]C)=O)=[CH:9][C:4]=2[O:3][CH2:2]1.[Li+].C[Si]([N-][Si](C)(C)C)(C)C.[Cl:24][C:25]1[N:30]=[C:29]([CH3:31])[CH:28]=[CH:27][N:26]=1. (2) Given the product [NH:31]1[C:35]2=[N:36][CH:37]=[CH:38][C:39]([C:16]3[N:15]=[C:14]4[N:9]([CH2:8][CH2:7][CH:4]5[CH2:5][CH2:6][O:1][CH2:2][CH2:3]5)[C:10](=[O:23])[CH2:11][NH:12][C:13]4=[N:18][CH:17]=3)=[C:34]2[CH:33]=[CH:32]1, predict the reactants needed to synthesize it. The reactants are: [O:1]1[CH2:6][CH2:5][CH:4]([CH2:7][CH2:8][N:9]2[C:14]3=[N:15][C:16]([Sn](C)(C)C)=[CH:17][N:18]=[C:13]3[NH:12][CH2:11][C:10]2=[O:23])[CH2:3][CH2:2]1.C(OC([N:31]1[C:35]2=[N:36][CH:37]=[CH:38][C:39](Br)=[C:34]2[CH:33]=[CH:32]1)=O)(C)(C)C.C1(C)C=CC=CC=1P(C1C=CC=CC=1C)C1C=CC=CC=1C.C(N(CC)CC)C. (3) Given the product [Br:1][C:2]1[C:12]([O:13][CH2:14][C:15]([CH2:17][CH3:18])=[O:16])=[C:11]([Br:19])[CH:10]=[CH:9][C:3]=1[C:4]([OH:6])=[O:5], predict the reactants needed to synthesize it. The reactants are: [Br:1][C:2]1[C:12]([O:13][CH2:14][C:15]([CH2:17][CH3:18])=[O:16])=[C:11]([Br:19])[CH:10]=[CH:9][C:3]=1[C:4]([O:6]CC)=[O:5].[OH-].[Na+].